Dataset: Full USPTO retrosynthesis dataset with 1.9M reactions from patents (1976-2016). Task: Predict the reactants needed to synthesize the given product. (1) Given the product [F:33][C:3]1[CH:4]=[C:5]([CH:31]=[CH:32][C:2]=1[NH:1][C:44]([NH:52][CH2:47][C:48]([CH3:51])([CH3:50])[CH3:49])=[O:45])[C:6]([N:8]1[CH2:9][CH2:10][N:11]([CH2:14][C:15]2[CH:16]=[C:17]([CH:28]=[CH:29][CH:30]=2)[C:18]([NH:20][C:21]([CH3:27])([CH3:26])[C:22]([F:25])([F:24])[F:23])=[O:19])[CH2:12][CH2:13]1)=[O:7], predict the reactants needed to synthesize it. The reactants are: [NH2:1][C:2]1[CH:32]=[CH:31][C:5]([C:6]([N:8]2[CH2:13][CH2:12][N:11]([CH2:14][C:15]3[CH:16]=[C:17]([CH:28]=[CH:29][CH:30]=3)[C:18]([NH:20][C:21]([CH3:27])([CH3:26])[C:22]([F:25])([F:24])[F:23])=[O:19])[CH2:10][CH2:9]2)=[O:7])=[CH:4][C:3]=1[F:33].C1C([N+]([O-])=O)=CC=C([Cl-][C:44]([O-])=[O:45])C=1.[CH2:47]([NH2:52])[C:48]([CH3:51])([CH3:50])[CH3:49]. (2) Given the product [Br:22][CH2:1][C:2]1[CH:3]=[CH:4][C:5]([C:8]2[CH:13]=[CH:12][CH:11]=[CH:10][C:9]=2[Cl:14])=[CH:6][CH:7]=1, predict the reactants needed to synthesize it. The reactants are: [CH3:1][C:2]1[CH:7]=[CH:6][C:5]([C:8]2[CH:13]=[CH:12][CH:11]=[CH:10][C:9]=2[Cl:14])=[CH:4][CH:3]=1.C1C(=O)N([Br:22])C(=O)C1.CC(N=NC(C#N)(C)C)(C#N)C. (3) Given the product [OH:28][CH:24]([CH:25]([CH3:27])[CH3:26])[CH2:1][S:2]([C:5]1[CH:6]=[CH:7][C:8]([C:11]2[CH:16]=[CH:15][CH:14]=[C:13]([C:17]#[N:18])[CH:12]=2)=[CH:9][CH:10]=1)(=[O:3])=[O:4], predict the reactants needed to synthesize it. The reactants are: [CH3:1][S:2]([C:5]1[CH:10]=[CH:9][C:8]([C:11]2[CH:16]=[CH:15][CH:14]=[C:13]([C:17]#[N:18])[CH:12]=2)=[CH:7][CH:6]=1)(=[O:4])=[O:3].C([Li])CCC.[CH:24](=[O:28])[CH:25]([CH3:27])[CH3:26].[Cl-].[NH4+]. (4) Given the product [C:24]([O:23][C:21](=[O:22])[NH:20][C@H:16]([C:17](=[O:18])[NH:31][CH3:30])[CH2:15][C:12]1[CH:13]=[CH:14][C:9]([O:8][CH2:1][C:2]2[CH:7]=[CH:6][CH:5]=[CH:4][CH:3]=2)=[C:10]([OH:28])[CH:11]=1)([CH3:27])([CH3:26])[CH3:25], predict the reactants needed to synthesize it. The reactants are: [CH2:1]([O:8][C:9]1[CH:14]=[CH:13][C:12]([CH2:15][C@H:16]([NH:20][C:21]([O:23][C:24]([CH3:27])([CH3:26])[CH3:25])=[O:22])[C:17](O)=[O:18])=[CH:11][C:10]=1[OH:28])[C:2]1[CH:7]=[CH:6][CH:5]=[CH:4][CH:3]=1.C[CH2:30][N:31]=C=NCCCN(C)C.C1C=CC2N(O)N=NC=2C=1.Cl.CN.C(N(CC)C(C)C)(C)C. (5) Given the product [F:16][C:13]1[CH:14]=[CH:15][C:10]([C:8]([C:6]2[N:7]=[C:2]([NH:27][C:25]3[CH:26]=[C:22]([CH3:21])[NH:23][N:24]=3)[C:3]3[S:19][CH:18]=[C:17]([CH3:20])[C:4]=3[N:5]=2)=[O:9])=[CH:11][CH:12]=1, predict the reactants needed to synthesize it. The reactants are: Cl[C:2]1[C:3]2[S:19][CH:18]=[C:17]([CH3:20])[C:4]=2[N:5]=[C:6]([C:8]([C:10]2[CH:15]=[CH:14][C:13]([F:16])=[CH:12][CH:11]=2)=[O:9])[N:7]=1.[CH3:21][C:22]1[CH:26]=[C:25]([NH2:27])[NH:24][N:23]=1.Cl.O1CCOCC1.O1CCOCC1. (6) Given the product [Cl:19][C:16]1[CH:17]=[CH:18][C:13]([CH:8]([C:5]2[CH:6]=[CH:7][C:2]([C:29]3[CH:30]=[N:31][NH:32][CH:33]=3)=[CH:3][CH:4]=2)[CH2:9][C:10]([NH2:12])=[O:11])=[CH:14][C:15]=1[F:20], predict the reactants needed to synthesize it. The reactants are: Br[C:2]1[CH:7]=[CH:6][C:5]([CH:8]([C:13]2[CH:18]=[CH:17][C:16]([Cl:19])=[C:15]([F:20])[CH:14]=2)[CH2:9][C:10]([NH2:12])=[O:11])=[CH:4][CH:3]=1.CC1(C)C(C)(C)OB([C:29]2[CH:30]=[N:31][NH:32][CH:33]=2)O1.P([O-])([O-])([O-])=O.[K+].[K+].[K+].C(O)C.